This data is from Forward reaction prediction with 1.9M reactions from USPTO patents (1976-2016). The task is: Predict the product of the given reaction. (1) Given the reactants C(Cl)C[Cl:3].[NH2:5][C:6]1[N:11]=[CH:10][C:9](/[CH:12]=[CH:13]/[C:14]([OH:16])=O)=[CH:8][CH:7]=1.[CH3:17][NH:18][CH2:19][C:20]1[O:21][C:22]2[CH:29]=[CH:28][CH:27]=[CH:26][C:23]=2[C:24]=1[CH3:25].C1C=CC2N(O)N=NC=2C=1.CCN(C(C)C)C(C)C.Cl, predict the reaction product. The product is: [ClH:3].[NH2:5][C:6]1[N:11]=[CH:10][C:9](/[CH:12]=[CH:13]/[C:14]([N:18]([CH3:17])[CH2:19][C:20]2[O:21][C:22]3[CH:29]=[CH:28][CH:27]=[CH:26][C:23]=3[C:24]=2[CH3:25])=[O:16])=[CH:8][CH:7]=1. (2) Given the reactants [Cl:1][C:2]1[CH:7]=[CH:6][C:5]([C:8](=O)[CH2:9][CH2:10][CH2:11][CH2:12][N:13]2[CH2:18][CH2:17][CH:16]([C:19]3[CH:20]=[C:21]([NH:25][C:26](=[O:30])[CH:27]([CH3:29])[CH3:28])[CH:22]=[CH:23][CH:24]=3)[CH2:15][CH2:14]2)=[CH:4][CH:3]=1.Cl.[C:33]1([N:39]([C:41]2[CH:46]=[CH:45][CH:44]=[CH:43][CH:42]=2)N)[CH:38]=[CH:37][CH:36]=[CH:35][CH:34]=1, predict the reaction product. The product is: [Cl:1][C:2]1[CH:7]=[CH:6][C:5]([C:8]2[N:39]([C:41]3[CH:46]=[CH:45][CH:44]=[CH:43][CH:42]=3)[C:33]3[C:34]([C:9]=2[CH2:10][CH2:11][CH2:12][N:13]2[CH2:18][CH2:17][CH:16]([C:19]4[CH:20]=[C:21]([NH:25][C:26](=[O:30])[CH:27]([CH3:29])[CH3:28])[CH:22]=[CH:23][CH:24]=4)[CH2:15][CH2:14]2)=[CH:35][CH:36]=[CH:37][CH:38]=3)=[CH:4][CH:3]=1. (3) The product is: [Br:13][C:10]1[CH:11]=[CH:12][C:4]([O:3][CH2:1][CH3:2])=[C:5]([CH:9]=1)[C:6]([OH:8])=[O:7]. Given the reactants [CH2:1]([O:3][C:4]1[CH:12]=[CH:11][CH:10]=[CH:9][C:5]=1[C:6]([OH:8])=[O:7])[CH3:2].[Br:13]Br, predict the reaction product. (4) Given the reactants Cl[C:2]1[N:11]=[C:10]([N:12]([C:14]2[CH:19]=[CH:18][C:17]([O:20][CH3:21])=[CH:16][CH:15]=2)[CH3:13])[C:9]2[C:4](=[CH:5][CH:6]=[CH:7][CH:8]=2)[N:3]=1.[CH2:22]([OH:24])[CH3:23], predict the reaction product. The product is: [CH2:22]([O:24][C:2]1[N:11]=[C:10]([N:12]([C:14]2[CH:19]=[CH:18][C:17]([O:20][CH3:21])=[CH:16][CH:15]=2)[CH3:13])[C:9]2[C:4](=[CH:5][CH:6]=[CH:7][CH:8]=2)[N:3]=1)[CH3:23]. (5) Given the reactants [Cl:1][C:2]1[CH:41]=[CH:40][C:5]2[N:6]([CH3:39])[C:7](=[O:38])[CH:8]([CH2:27][C:28]3[CH:33]=[CH:32][C:31]([C:34]([F:37])([F:36])[F:35])=[CH:30][CH:29]=3)[N:9]=[C:10]([C:11]3[CH:16]=[CH:15][C:14]([O:17]CC4C=CC(OC)=CC=4)=[CH:13][CH:12]=3)[C:4]=2[CH:3]=1, predict the reaction product. The product is: [Cl:1][C:2]1[CH:41]=[CH:40][C:5]2[N:6]([CH3:39])[C:7](=[O:38])[CH:8]([CH2:27][C:28]3[CH:33]=[CH:32][C:31]([C:34]([F:37])([F:36])[F:35])=[CH:30][CH:29]=3)[N:9]=[C:10]([C:11]3[CH:12]=[CH:13][C:14]([OH:17])=[CH:15][CH:16]=3)[C:4]=2[CH:3]=1. (6) The product is: [NH2:17][C:18]1[CH:19]=[C:20]([CH:24]=[C:25]([O:27][CH3:28])[N:26]=1)[C:21]([NH:14][CH:12]([C:9]1[CH:10]=[N:11][C:6]([O:5][CH2:4][C:3]([F:2])([F:15])[F:16])=[CH:7][CH:8]=1)[CH3:13])=[O:22]. Given the reactants Cl.[F:2][C:3]([F:16])([F:15])[CH2:4][O:5][C:6]1[N:11]=[CH:10][C:9]([CH:12]([NH2:14])[CH3:13])=[CH:8][CH:7]=1.[NH2:17][C:18]1[CH:19]=[C:20]([CH:24]=[C:25]([O:27][CH3:28])[N:26]=1)[C:21](O)=[O:22], predict the reaction product. (7) Given the reactants [Cl:1][C:2]1[N:7]=[CH:6][C:5]([C:8](Cl)=[O:9])=[CH:4][CH:3]=1.O[NH:12][C:13](=[NH:18])[C:14]([CH3:17])([CH3:16])[CH3:15], predict the reaction product. The product is: [C:14]([C:13]1[N:18]=[C:8]([C:5]2[CH:4]=[CH:3][C:2]([Cl:1])=[N:7][CH:6]=2)[O:9][N:12]=1)([CH3:17])([CH3:16])[CH3:15]. (8) The product is: [CH3:10][O:11][CH2:12][CH2:13][O:7][C:1]1[CH:6]=[CH:5][CH:4]=[CH:3][CH:2]=1. Given the reactants [C:1]1([OH:7])[CH:6]=[CH:5][CH:4]=[CH:3][CH:2]=1.[H-].[Na+].[CH3:10][O:11][CH2:12][CH2:13]Br.O, predict the reaction product. (9) Given the reactants C(O[C:4]([C:6]1[N:7]=[CH:8][C:9]2[C:14]([C:15]=1[OH:16])=[CH:13][CH:12]=[C:11]([C:17]1[CH:22]=[CH:21][C:20]([F:23])=[CH:19][CH:18]=1)[CH:10]=2)=[O:5])C.[NH2:24][CH2:25][CH2:26][C:27]([OH:29])=[O:28], predict the reaction product. The product is: [F:23][C:20]1[CH:19]=[CH:18][C:17]([C:11]2[CH:10]=[C:9]3[C:14]([C:15]([OH:16])=[C:6]([C:4]([NH:24][CH2:25][CH2:26][C:27]([OH:29])=[O:28])=[O:5])[N:7]=[CH:8]3)=[CH:13][CH:12]=2)=[CH:22][CH:21]=1.